From a dataset of Forward reaction prediction with 1.9M reactions from USPTO patents (1976-2016). Predict the product of the given reaction. (1) The product is: [CH:1]1([CH2:4][O:5][CH2:6][C:7]2[CH:8]=[CH:9][C:10]([NH:14][S:23]([C:17]3[CH:18]=[C:19]([F:22])[CH:20]=[CH:21][C:16]=3[F:15])(=[O:25])=[O:24])=[N:11][C:12]=2[CH3:13])[CH2:3][CH2:2]1. Given the reactants [CH:1]1([CH2:4][O:5][CH2:6][C:7]2[CH:8]=[CH:9][C:10]([NH2:14])=[N:11][C:12]=2[CH3:13])[CH2:3][CH2:2]1.[F:15][C:16]1[CH:21]=[CH:20][C:19]([F:22])=[CH:18][C:17]=1[S:23](Cl)(=[O:25])=[O:24], predict the reaction product. (2) Given the reactants [Si:1]([O:8][C@H:9]([CH2:26][O:27][Si](C(C)(C)C)(C)C)[C@@H:10]([NH:19][S@](C(C)(C)C)=O)[CH2:11][C:12]1[CH:17]=[CH:16][CH:15]=[C:14]([F:18])[CH:13]=1)([C:4]([CH3:7])([CH3:6])[CH3:5])([CH3:3])[CH3:2].Cl.COC1C=CC(C=O)=CC=1.[O:46](C(OC(C)(C)C)=O)[C:47]([O:49][C:50]([CH3:53])([CH3:52])[CH3:51])=O, predict the reaction product. The product is: [Si:1]([O:8][C@H:9]([CH2:26][OH:27])[C@@H:10]([NH:19][C:47](=[O:46])[O:49][C:50]([CH3:53])([CH3:52])[CH3:51])[CH2:11][C:12]1[CH:17]=[CH:16][CH:15]=[C:14]([F:18])[CH:13]=1)([C:4]([CH3:5])([CH3:7])[CH3:6])([CH3:2])[CH3:3]. (3) Given the reactants Br[C:2]1[CH:3]=[C:4]([C:8]2([C:21]3[CH:26]=[CH:25][CH:24]=[CH:23][N:22]=3)[C:20]3[CH:19]=[CH:18][CH:17]=[CH:16][C:15]=3[C:14]3[C:9]2=[CH:10][CH:11]=[CH:12][CH:13]=3)[CH:5]=[CH:6][CH:7]=1.[N:27]1[CH:32]=[CH:31][CH:30]=[CH:29][C:28]=1[C:33]1([C:46]2[CH:47]=[C:48]([OH:52])[CH:49]=[CH:50][CH:51]=2)[C:45]2[CH:44]=[CH:43][CH:42]=[CH:41][C:40]=2[C:39]2[C:34]1=[CH:35][CH:36]=[CH:37][CH:38]=2.N1C=CC=CC=1C(O)=O.P([O-])([O-])([O-])=O.[K+].[K+].[K+], predict the reaction product. The product is: [O:52]([C:48]1[CH:47]=[C:46]([C:33]2([C:28]3[CH:29]=[CH:30][CH:31]=[CH:32][N:27]=3)[C:34]3[CH:35]=[CH:36][CH:37]=[CH:38][C:39]=3[C:40]3[C:45]2=[CH:44][CH:43]=[CH:42][CH:41]=3)[CH:51]=[CH:50][CH:49]=1)[C:2]1[CH:3]=[C:4]([C:8]2([C:21]3[CH:26]=[CH:25][CH:24]=[CH:23][N:22]=3)[C:20]3[CH:19]=[CH:18][CH:17]=[CH:16][C:15]=3[C:14]3[C:9]2=[CH:10][CH:11]=[CH:12][CH:13]=3)[CH:5]=[CH:6][CH:7]=1. (4) The product is: [CH3:1][C:2]([CH3:38])([CH3:37])[CH2:3][CH2:4][CH2:5][CH2:6][C:7]1([CH3:36])[C:16]2[C:11](=[CH:12][CH:13]=[CH:14][CH:15]=2)[C:10]([O-:17])=[C:9]([C:18]2[NH:23][C:22]3[CH:24]=[CH:25][C:26]([NH:28][S:29]([CH3:32])(=[O:31])=[O:30])=[CH:27][C:21]=3[S:20](=[O:34])(=[O:33])[N:19]=2)[C:8]1=[O:35].[Na+:40]. Given the reactants [CH3:1][C:2]([CH3:38])([CH3:37])[CH2:3][CH2:4][CH2:5][CH2:6][C:7]1([CH3:36])[C:16]2[C:11](=[CH:12][CH:13]=[CH:14][CH:15]=2)[C:10]([OH:17])=[C:9]([C:18]2[NH:23][C:22]3[CH:24]=[CH:25][C:26]([NH:28][S:29]([CH3:32])(=[O:31])=[O:30])=[CH:27][C:21]=3[S:20](=[O:34])(=[O:33])[N:19]=2)[C:8]1=[O:35].[OH-].[Na+:40], predict the reaction product. (5) Given the reactants [CH3:1][N:2]([CH3:16])[C:3]1([C:10]2[CH:15]=[CH:14][CH:13]=[CH:12][CH:11]=2)[CH2:8][CH2:7][CH:6]([OH:9])[CH2:5][CH2:4]1.[CH3:17][C:18]([CH3:21])([O-])[CH3:19].[K+].[F:23][C:24]1[CH:25]=C(C=C[CH:31]=1)CCl, predict the reaction product. The product is: [F:23][C:24]1[CH:25]=[CH:21][C:18]([CH2:19][O:9][CH:6]2[CH2:7][CH2:8][C:3]([N:2]([CH3:16])[CH3:1])([C:10]3[CH:15]=[CH:14][CH:13]=[CH:12][CH:11]=3)[CH2:4][CH2:5]2)=[CH:17][CH:31]=1.